Dataset: CYP2C9 inhibition data for predicting drug metabolism from PubChem BioAssay. Task: Regression/Classification. Given a drug SMILES string, predict its absorption, distribution, metabolism, or excretion properties. Task type varies by dataset: regression for continuous measurements (e.g., permeability, clearance, half-life) or binary classification for categorical outcomes (e.g., BBB penetration, CYP inhibition). Dataset: cyp2c9_veith. (1) The molecule is CCOC(=O)/C(C#N)=C1/C=CN(C)C=N1. The result is 0 (non-inhibitor). (2) The molecule is O=C(c1ccncc1)N1CCC2(CCCN(c3ccccc3)C2)CC1. The result is 1 (inhibitor). (3) The compound is COc1ccc(NC(=O)N2CCC3(CC2)CCN(C(=O)c2csnn2)CC3)cc1. The result is 0 (non-inhibitor). (4) The molecule is CCOC(=O)c1c(NC(=O)C(c2ccccc2)c2ccccc2)sc2c1C1CCN2CC1.Cl. The result is 1 (inhibitor). (5) The compound is c1ccc(N2CC3(CCNCC3)C2)cc1. The result is 0 (non-inhibitor). (6) The compound is Cc1cc2ncn(/N=C/c3ccc([N+](=O)[O-])o3)c2cc1C. The result is 0 (non-inhibitor). (7) The compound is Cc1cc(C)n(-c2nc3c(c(=O)[nH]c(=O)n3C)n2CC(C)C)n1. The result is 0 (non-inhibitor). (8) The compound is CN(C)S(=O)(=O)Oc1ccc(Cl)cc1C(=O)Nc1cccc(C(F)(F)F)c1. The result is 1 (inhibitor). (9) The compound is CCCc1cc(=O)oc2cc(OCc3nn[nH]n3)ccc12. The result is 1 (inhibitor). (10) The compound is FC(F)(F)c1ccccc1-c1cc(NCCN2CCOCC2)ncn1. The result is 0 (non-inhibitor).